Dataset: Full USPTO retrosynthesis dataset with 1.9M reactions from patents (1976-2016). Task: Predict the reactants needed to synthesize the given product. Given the product [C:2]([N:6]1[C:10]([C:11]2[CH:16]=[CH:15][C:14]([F:17])=[CH:13][CH:12]=2)=[C:9]([C:18]2[S:19][CH:20]=[C:21]([CH:23]3[CH2:24][CH2:25][N:26]([C:35]([C:34]4[CH:38]=[CH:39][C:31]([C:29]#[N:30])=[CH:32][CH:33]=4)=[O:36])[CH2:27][CH2:28]3)[N:22]=2)[CH:8]=[N:7]1)([CH3:5])([CH3:3])[CH3:4], predict the reactants needed to synthesize it. The reactants are: Cl.[C:2]([N:6]1[C:10]([C:11]2[CH:16]=[CH:15][C:14]([F:17])=[CH:13][CH:12]=2)=[C:9]([C:18]2[S:19][CH:20]=[C:21]([CH:23]3[CH2:28][CH2:27][NH:26][CH2:25][CH2:24]3)[N:22]=2)[CH:8]=[N:7]1)([CH3:5])([CH3:4])[CH3:3].[C:29]([C:31]1[CH:39]=[CH:38][C:34]([C:35](O)=[O:36])=[CH:33][CH:32]=1)#[N:30].